This data is from Full USPTO retrosynthesis dataset with 1.9M reactions from patents (1976-2016). The task is: Predict the reactants needed to synthesize the given product. (1) Given the product [CH2:1]([NH:3][C:4](=[O:5])[O-:6])[CH3:2].[F:21][C:22]1[CH:23]=[C:24]([CH:27]=[CH:28][CH:29]=1)[CH2:25][O:7][C:8]1[CH:9]=[CH:10][C:11]2[CH:12]([CH3:20])[CH:13]3[CH2:17][NH:16][CH2:15][CH:14]3[C:18]=2[CH:19]=1, predict the reactants needed to synthesize it. The reactants are: [CH2:1]([NH:3][C:4](=[O:6])[O-:5])[CH3:2].[OH:7][C:8]1[CH:9]=[CH:10][C:11]2[CH:12]([CH3:20])[CH:13]3[CH2:17][NH:16][CH2:15][CH:14]3[C:18]=2[CH:19]=1.[F:21][C:22]1[CH:23]=[C:24]([CH:27]=[CH:28][CH:29]=1)[CH2:25]Br. (2) Given the product [NH:15]1[CH:19]=[N:18][C:17]([C:20]2[CH:21]=[CH:22][C:23]([C:26]3[CH:27]=[N:28][N:29]4[CH:34]=[CH:33][C:32]([N:35]5[C@@H:39]([CH:40]([CH3:42])[CH3:41])[CH2:38][N:37]([CH2:43][CH2:44][CH:45]6[CH2:50][CH2:49][CH2:48][NH:47][CH2:46]6)[C:36]5=[O:51])=[N:31][C:30]=34)=[CH:24][CH:25]=2)=[N:16]1, predict the reactants needed to synthesize it. The reactants are: FC(F)(F)C(O)=O.FC(F)(F)C(O)=O.[NH:15]1[CH:19]=[N:18][C:17]([C:20]2[CH:25]=[CH:24][C:23]([C:26]3[CH:27]=[N:28][N:29]4[CH:34]=[CH:33][C:32]([N:35]5[C@@H:39]([CH:40]([CH3:42])[CH3:41])[CH2:38][N:37]([CH2:43][CH2:44][CH:45]6[CH2:50][CH2:49][CH2:48][NH:47][CH2:46]6)[C:36]5=[O:51])=[N:31][C:30]=34)=[CH:22][CH:21]=2)=[N:16]1.C=O.[BH4-].[Na+].O. (3) Given the product [F:30][CH2:29][CH2:28][O:27][CH2:26][CH2:25][O:24][CH2:23][CH2:22][O:20][C:15]1[CH:14]=[CH:13][C:12]2[C:17](=[CH:18][CH:19]=[C:10]([C:7]3[CH:8]=[CH:9][C:4]([N+:1]([O-:3])=[O:2])=[CH:5][CH:6]=3)[CH:11]=2)[CH:16]=1, predict the reactants needed to synthesize it. The reactants are: [N+:1]([C:4]1[CH:9]=[CH:8][C:7]([C:10]2[CH:11]=[C:12]3[C:17](=[CH:18][CH:19]=2)[CH:16]=[C:15]([OH:20])[CH:14]=[CH:13]3)=[CH:6][CH:5]=1)([O-:3])=[O:2].Cl[CH2:22][CH2:23][O:24][CH2:25][CH2:26][O:27][CH2:28][CH2:29][F:30].C(=O)([O-])[O-].[K+].[K+].CN(C=O)C. (4) Given the product [Cl:29][C:30]1[N:35]=[CH:34][C:33]([O:27][CH2:26][CH2:25][N:24]([CH3:28])[CH3:23])=[CH:32][N:31]=1, predict the reactants needed to synthesize it. The reactants are: NC1N(C(OC(C)(C)C)=O)N=C(C2C=CC(O)=CC=2)C=1C#N.[CH3:23][N:24]([CH3:28])[CH2:25][CH2:26][OH:27].[Cl:29][C:30]1[N:35]=[CH:34][C:33](O)=[CH:32][N:31]=1.